From a dataset of Catalyst prediction with 721,799 reactions and 888 catalyst types from USPTO. Predict which catalyst facilitates the given reaction. (1) Reactant: [NH2:1][C:2]1[S:3][CH:4]=[CH:5][C:6]=1[C:7]([C:9]1[CH:14]=[CH:13][CH:12]=[CH:11][CH:10]=1)=[O:8].[Cl:15]N1C(=O)CCC1=O. Product: [NH2:1][C:2]1[S:3][C:4]([Cl:15])=[CH:5][C:6]=1[C:7]([C:9]1[CH:10]=[CH:11][CH:12]=[CH:13][CH:14]=1)=[O:8]. The catalyst class is: 4. (2) Reactant: [CH3:1][C:2]1[N:3]=[C:4]([C:12]2[CH:17]=[CH:16][C:15]([O:18][CH:19]([CH3:21])[CH3:20])=[C:14]([N+:22]([O-])=O)[CH:13]=2)[S:5][C:6]=1[C:7]([O:9][CH2:10][CH3:11])=[O:8]. Product: [NH2:22][C:14]1[CH:13]=[C:12]([C:4]2[S:5][C:6]([C:7]([O:9][CH2:10][CH3:11])=[O:8])=[C:2]([CH3:1])[N:3]=2)[CH:17]=[CH:16][C:15]=1[O:18][CH:19]([CH3:21])[CH3:20]. The catalyst class is: 29. (3) The catalyst class is: 4. Reactant: [OH:1][CH2:2][CH:3]1[CH2:12][CH:11]([CH2:13][OH:14])[CH2:10][C:5]2([O:9][CH2:8][CH2:7][O:6]2)[CH2:4]1.C(N(CC)CC)C.[CH3:22][S:23](Cl)(=[O:25])=[O:24]. Product: [CH3:22][S:23]([O:1][CH2:2][CH:3]1[CH2:12][CH:11]([CH2:13][O:14][S:23]([CH3:22])(=[O:25])=[O:24])[CH2:10][C:5]2([O:6][CH2:7][CH2:8][O:9]2)[CH2:4]1)(=[O:25])=[O:24]. (4) Reactant: [N+:1]([C:4]1[CH:9]=[C:8]([C:10]([F:13])([F:12])[F:11])[CH:7]=[CH:6][C:5]=1[N:14]1[CH2:19][CH2:18][CH:17]([NH:20][C:21](=[O:27])[O:22][C:23]([CH3:26])([CH3:25])[CH3:24])[CH2:16][CH2:15]1)([O-])=O. Product: [NH2:1][C:4]1[CH:9]=[C:8]([C:10]([F:13])([F:11])[F:12])[CH:7]=[CH:6][C:5]=1[N:14]1[CH2:15][CH2:16][CH:17]([NH:20][C:21](=[O:27])[O:22][C:23]([CH3:25])([CH3:24])[CH3:26])[CH2:18][CH2:19]1. The catalyst class is: 5.